From a dataset of CYP3A4 substrate classification data from Carbon-Mangels et al.. Regression/Classification. Given a drug SMILES string, predict its absorption, distribution, metabolism, or excretion properties. Task type varies by dataset: regression for continuous measurements (e.g., permeability, clearance, half-life) or binary classification for categorical outcomes (e.g., BBB penetration, CYP inhibition). Dataset: cyp3a4_substrate_carbonmangels. (1) The compound is O=C(CO)NCCCOc1cccc(CN2CCCCC2)c1. The result is 0 (non-substrate). (2) The molecule is c1ccc2c(c1)Sc1ccccc1N2C[C@H]1CN2CCC1CC2. The result is 0 (non-substrate). (3) The drug is CN(C)CC/C=C1\c2ccccc2COc2ccc(CC(=O)O)cc21. The result is 1 (substrate). (4) The molecule is COc1ccc(CN(CCN(C)C)c2ccccn2)cc1. The result is 0 (non-substrate).